From a dataset of Catalyst prediction with 721,799 reactions and 888 catalyst types from USPTO. Predict which catalyst facilitates the given reaction. (1) Reactant: [Br:1][C:2]1[CH:19]=[N:18][C:5]2=[N:6][C:7]([N:11]3[CH2:16][CH2:15][N:14]([CH3:17])[CH2:13][CH2:12]3)=[C:8](Cl)[N:9]=[C:4]2[CH:3]=1.O.[NH2:21][NH2:22]. Product: [Br:1][C:2]1[CH:19]=[N:18][C:5]2=[N:6][C:7]([N:11]3[CH2:16][CH2:15][N:14]([CH3:17])[CH2:13][CH2:12]3)=[C:8]([NH:21][NH2:22])[N:9]=[C:4]2[CH:3]=1. The catalyst class is: 14. (2) Reactant: [F:1][C:2]1[CH:7]=[CH:6][C:5]([C:8](=[C:24]2[CH2:29][C:28]([CH3:31])([CH3:30])[CH2:27][C:26]([CH3:33])([CH3:32])[CH2:25]2)[C:9]2[CH:14]=[CH:13][C:12](/[CH:15]=[CH:16]/[C:17]([O:19]C(C)(C)C)=[O:18])=[CH:11][CH:10]=2)=[CH:4][CH:3]=1.C(C(O)=O)(F)(F)F. Product: [F:1][C:2]1[CH:7]=[CH:6][C:5]([C:8](=[C:24]2[CH2:25][C:26]([CH3:33])([CH3:32])[CH2:27][C:28]([CH3:31])([CH3:30])[CH2:29]2)[C:9]2[CH:14]=[CH:13][C:12](/[CH:15]=[CH:16]/[C:17]([OH:19])=[O:18])=[CH:11][CH:10]=2)=[CH:4][CH:3]=1. The catalyst class is: 2. (3) Reactant: [CH3:1][C:2]1[NH:3][C:4]([CH3:13])=[C:5]([CH:11]=[O:12])[C:6]=1[C:7]([O:9][CH3:10])=[O:8].[H-].[Na+].Cl[C:17]([O:19][CH2:20][C:21]1[CH:26]=[CH:25][CH:24]=[CH:23][CH:22]=1)=[O:18].C(O)C. Product: [CH:11]([C:5]1[C:6]([C:7]([O:9][CH3:10])=[O:8])=[C:2]([CH3:1])[N:3]([C:17]([O:19][CH2:20][C:21]2[CH:26]=[CH:25][CH:24]=[CH:23][CH:22]=2)=[O:18])[C:4]=1[CH3:13])=[O:12]. The catalyst class is: 20. (4) Reactant: [CH3:1][S:2]([NH:5][C:6]1[CH:11]=[CH:10][C:9]([C:12]2[N:13]=[C:14]3[C:20]4[CH:21]=[CH:22][CH:23]=[CH:24][C:19]=4[NH:18][C:17]4[N:25]=[CH:26][CH:27]=[CH:28][C:16]=4[N:15]3[C:29]=2[C:30]2[CH:35]=[CH:34][C:33]([C:36]3([NH:40]C(=O)OC(C)(C)C)[CH2:39][CH2:38][CH2:37]3)=[CH:32][CH:31]=2)=[CH:8][CH:7]=1)(=[O:4])=[O:3].[ClH:48].O1CCOCC1. Product: [ClH:48].[ClH:48].[ClH:48].[NH2:40][C:36]1([C:33]2[CH:32]=[CH:31][C:30]([C:29]3[N:15]4[C:16]5[CH:28]=[CH:27][CH:26]=[N:25][C:17]=5[NH:18][C:19]5[CH:24]=[CH:23][CH:22]=[CH:21][C:20]=5[C:14]4=[N:13][C:12]=3[C:9]3[CH:8]=[CH:7][C:6]([NH:5][S:2]([CH3:1])(=[O:4])=[O:3])=[CH:11][CH:10]=3)=[CH:35][CH:34]=2)[CH2:39][CH2:38][CH2:37]1. The catalyst class is: 2. (5) The catalyst class is: 113. Product: [CH2:15]([O:14][C:11]1[CH:10]=[CH:9][C:8]([NH:7][C:5](=[O:6])[C:4]([NH:39][C:38]2[CH:37]=[CH:36][C:35]([O:28][C:29]3[CH:34]=[CH:33][CH:32]=[CH:31][CH:30]=3)=[CH:41][CH:40]=2)=[O:27])=[CH:13][CH:12]=1)[CH2:16][CH2:17][CH2:18][CH2:19][CH2:20][CH2:21][CH2:22][CH2:23][CH2:24][CH2:25][CH3:26]. Reactant: C(O[C:4](=[O:27])[C:5]([NH:7][C:8]1[CH:13]=[CH:12][C:11]([O:14][CH2:15][CH2:16][CH2:17][CH2:18][CH2:19][CH2:20][CH2:21][CH2:22][CH2:23][CH2:24][CH2:25][CH3:26])=[CH:10][CH:9]=1)=[O:6])C.[O:28]([C:35]1[CH:41]=[CH:40][C:38]([NH2:39])=[CH:37][CH:36]=1)[C:29]1[CH:34]=[CH:33][CH:32]=[CH:31][CH:30]=1.CC(C)([O-])C.[Li+]. (6) Reactant: C(O[CH:4]=[CH:5][C:6]([O:8][CH2:9][CH3:10])=[O:7])C.BrN1C(=O)CCC1=O.[C:19]([CH:22]1[CH2:27][CH2:26][N:25](C(OC(C)(C)C)=O)[CH2:24][CH2:23]1)(=[S:21])[NH2:20].[OH-].[NH4+]. Product: [NH:25]1[CH2:26][CH2:27][CH:22]([C:19]2[S:21][C:5]([C:6]([O:8][CH2:9][CH3:10])=[O:7])=[CH:4][N:20]=2)[CH2:23][CH2:24]1. The catalyst class is: 38.